Binary Classification. Given a T-cell receptor sequence (or CDR3 region) and an epitope sequence, predict whether binding occurs between them. From a dataset of TCR-epitope binding with 47,182 pairs between 192 epitopes and 23,139 TCRs. (1) The epitope is GLIYNRMGAVTTEV. The TCR CDR3 sequence is CASSQDLGPLNSPLHF. Result: 1 (the TCR binds to the epitope). (2) The epitope is IPRRNVATL. The TCR CDR3 sequence is CASSFGTSGATNTGELFF. Result: 1 (the TCR binds to the epitope).